Task: Regression. Given a peptide amino acid sequence and an MHC pseudo amino acid sequence, predict their binding affinity value. This is MHC class II binding data.. Dataset: Peptide-MHC class II binding affinity with 134,281 pairs from IEDB (1) The peptide sequence is RFKHTDACCRTHD. The MHC is DRB1_0101 with pseudo-sequence DRB1_0101. The binding affinity (normalized) is 0. (2) The peptide sequence is NDFLKTGHYTQMVWA. The MHC is HLA-DQA10401-DQB10402 with pseudo-sequence HLA-DQA10401-DQB10402. The binding affinity (normalized) is 0.0277. (3) The peptide sequence is GHRGAINWQKGDTIK. The MHC is DRB1_1501 with pseudo-sequence DRB1_1501. The binding affinity (normalized) is 0.445. (4) The peptide sequence is DTFRKLFRVYDNFLR. The MHC is DRB1_0301 with pseudo-sequence DRB1_0301. The binding affinity (normalized) is 0.145. (5) The MHC is DRB1_1201 with pseudo-sequence DRB1_1201. The peptide sequence is PEVKYTVFETALKKAITAMS. The binding affinity (normalized) is 0.192. (6) The peptide sequence is ITVHTGDQHQVGNET. The MHC is DRB1_0701 with pseudo-sequence DRB1_0701. The binding affinity (normalized) is 0.123. (7) The MHC is DRB1_1101 with pseudo-sequence DRB1_1101. The binding affinity (normalized) is 0.0865. The peptide sequence is AAQRRGRIGRNPSQV.